From a dataset of NCI-60 drug combinations with 297,098 pairs across 59 cell lines. Regression. Given two drug SMILES strings and cell line genomic features, predict the synergy score measuring deviation from expected non-interaction effect. (1) Drug 1: C1=CC(=CC=C1CCCC(=O)O)N(CCCl)CCCl. Drug 2: CC1=C(N=C(N=C1N)C(CC(=O)N)NCC(C(=O)N)N)C(=O)NC(C(C2=CN=CN2)OC3C(C(C(C(O3)CO)O)O)OC4C(C(C(C(O4)CO)O)OC(=O)N)O)C(=O)NC(C)C(C(C)C(=O)NC(C(C)O)C(=O)NCCC5=NC(=CS5)C6=NC(=CS6)C(=O)NCCC[S+](C)C)O. Cell line: SN12C. Synergy scores: CSS=33.6, Synergy_ZIP=-5.29, Synergy_Bliss=0.122, Synergy_Loewe=0.0948, Synergy_HSA=0.160. (2) Drug 1: CS(=O)(=O)C1=CC(=C(C=C1)C(=O)NC2=CC(=C(C=C2)Cl)C3=CC=CC=N3)Cl. Drug 2: C1CNP(=O)(OC1)N(CCCl)CCCl. Cell line: OVCAR-8. Synergy scores: CSS=6.72, Synergy_ZIP=-1.22, Synergy_Bliss=-0.551, Synergy_Loewe=-7.32, Synergy_HSA=-1.37. (3) Drug 1: CC1=C(C(CCC1)(C)C)C=CC(=CC=CC(=CC(=O)O)C)C. Drug 2: CN1C2=C(C=C(C=C2)N(CCCl)CCCl)N=C1CCCC(=O)O.Cl. Cell line: CAKI-1. Synergy scores: CSS=11.3, Synergy_ZIP=2.44, Synergy_Bliss=11.0, Synergy_Loewe=0.989, Synergy_HSA=3.66. (4) Drug 2: C1=CN(C(=O)N=C1N)C2C(C(C(O2)CO)O)O.Cl. Drug 1: CC(CN1CC(=O)NC(=O)C1)N2CC(=O)NC(=O)C2. Cell line: COLO 205. Synergy scores: CSS=54.9, Synergy_ZIP=-5.03, Synergy_Bliss=-7.18, Synergy_Loewe=-3.99, Synergy_HSA=-2.31. (5) Drug 1: CC1=C2C(C(=O)C3(C(CC4C(C3C(C(C2(C)C)(CC1OC(=O)C(C(C5=CC=CC=C5)NC(=O)C6=CC=CC=C6)O)O)OC(=O)C7=CC=CC=C7)(CO4)OC(=O)C)O)C)OC(=O)C. Drug 2: CC1C(C(CC(O1)OC2CC(OC(C2O)C)OC3=CC4=CC5=C(C(=O)C(C(C5)C(C(=O)C(C(C)O)O)OC)OC6CC(C(C(O6)C)O)OC7CC(C(C(O7)C)O)OC8CC(C(C(O8)C)O)(C)O)C(=C4C(=C3C)O)O)O)O. Cell line: SR. Synergy scores: CSS=76.4, Synergy_ZIP=9.78, Synergy_Bliss=10.7, Synergy_Loewe=7.58, Synergy_HSA=12.2. (6) Drug 2: C1CCC(C(C1)N)N.C(=O)(C(=O)[O-])[O-].[Pt+4]. Synergy scores: CSS=7.45, Synergy_ZIP=-5.31, Synergy_Bliss=-2.66, Synergy_Loewe=0.207, Synergy_HSA=0.607. Cell line: HOP-92. Drug 1: C1CC(C1)(C(=O)O)C(=O)O.[NH2-].[NH2-].[Pt+2]. (7) Drug 1: CC1=C2C(C(=O)C3(C(CC4C(C3C(C(C2(C)C)(CC1OC(=O)C(C(C5=CC=CC=C5)NC(=O)C6=CC=CC=C6)O)O)OC(=O)C7=CC=CC=C7)(CO4)OC(=O)C)O)C)OC(=O)C. Drug 2: C1CN1C2=NC(=NC(=N2)N3CC3)N4CC4. Cell line: OVCAR-4. Synergy scores: CSS=30.4, Synergy_ZIP=-8.75, Synergy_Bliss=-7.51, Synergy_Loewe=-7.15, Synergy_HSA=-6.68.